Dataset: Catalyst prediction with 721,799 reactions and 888 catalyst types from USPTO. Task: Predict which catalyst facilitates the given reaction. (1) Product: [N:34]1([C:30]2[CH:29]=[C:28]([N:17]([C:18]3[CH:19]=[CH:20][CH:21]=[CH:22][CH:23]=3)[C:16]3[CH:24]=[CH:25][CH:26]=[C:14]([C:12]4[N:11]=[CH:10][N:9]([C:3]5[C:2]([CH3:1])=[CH:7][CH:6]=[CH:5][C:4]=5[CH3:8])[CH:13]=4)[CH:15]=3)[CH:33]=[CH:32][CH:31]=2)[CH:38]=[CH:37][CH:36]=[N:35]1. Reactant: [CH3:1][C:2]1[CH:7]=[CH:6][CH:5]=[C:4]([CH3:8])[C:3]=1[N:9]1[CH:13]=[C:12]([C:14]2[CH:15]=[C:16]([CH:24]=[CH:25][CH:26]=2)[NH:17][C:18]2[CH:23]=[CH:22][CH:21]=[CH:20][CH:19]=2)[N:11]=[CH:10]1.Br[C:28]1[CH:29]=[C:30]([N:34]2[CH:38]=[CH:37][CH:36]=[N:35]2)[CH:31]=[CH:32][CH:33]=1.CC(C)([O-])C.[Na+].C1(P(C2CCCCC2)C2C=CC=CC=2C2C(OC)=CC=CC=2OC)CCCCC1. The catalyst class is: 101. (2) Reactant: [OH-].[Na+].[C:3]([C:5]1[CH:6]=[C:7]([C:15]2[O:19][N:18]=[C:17]([C:20]3[C:21]([CH2:33][CH3:34])=[C:22]([O:26][CH2:27][C:28]([O:30]CC)=[O:29])[CH:23]=[CH:24][CH:25]=3)[N:16]=2)[CH:8]=[CH:9][C:10]=1[O:11][CH:12]([CH3:14])[CH3:13])#[N:4].Cl. Product: [C:3]([C:5]1[CH:6]=[C:7]([C:15]2[O:19][N:18]=[C:17]([C:20]3[C:21]([CH2:33][CH3:34])=[C:22]([O:26][CH2:27][C:28]([OH:30])=[O:29])[CH:23]=[CH:24][CH:25]=3)[N:16]=2)[CH:8]=[CH:9][C:10]=1[O:11][CH:12]([CH3:14])[CH3:13])#[N:4]. The catalyst class is: 252. (3) Reactant: [CH2:1]1[C:10]2[CH:9]=[CH:8][CH:7]=[C:6]([C:11]#[N:12])[C:5]=2[CH2:4][CH2:3][NH:2]1. Product: [CH:1]1[C:10]2[CH:9]=[CH:8][CH:7]=[C:6]([C:11]#[N:12])[C:5]=2[CH2:4][CH2:3][N:2]=1. The catalyst class is: 177.